From a dataset of Forward reaction prediction with 1.9M reactions from USPTO patents (1976-2016). Predict the product of the given reaction. (1) The product is: [CH:11]([C:5]1[C:4]2[C:8](=[CH:9][CH:10]=[CH:2][CH:3]=2)[N:7]([CH2:17][C@@H:15]([NH:16][S:18]([C:21]2[C:26]([CH3:27])=[CH:25][C:24]([CH3:28])=[CH:23][C:22]=2[CH3:29])(=[O:20])=[O:19])[CH2:13][CH3:14])[CH:6]=1)=[O:12]. Given the reactants F[C:2]1[CH:3]=[C:4]2[C:8](=[CH:9][CH:10]=1)[NH:7][CH:6]=[C:5]2[CH:11]=[O:12].[CH2:13]([CH:15]1[CH2:17][N@@:16]1[S:18]([C:21]1[C:26]([CH3:27])=[CH:25][C:24]([CH3:28])=[CH:23][C:22]=1[CH3:29])(=[O:20])=[O:19])[CH3:14].[H-].[Na+], predict the reaction product. (2) Given the reactants [CH3:1][C:2]1([CH3:26])[S:8][C:7]2[CH:9]=[CH:10][C:11]([C:13]([O:15]C)=[O:14])=[CH:12][C:6]=2[N:5]([S:17]([C:20]2[CH:25]=[CH:24][CH:23]=[CH:22][CH:21]=2)(=[O:19])=[O:18])[CH2:4][CH2:3]1.[OH-].[Li+], predict the reaction product. The product is: [CH3:1][C:2]1([CH3:26])[S:8][C:7]2[CH:9]=[CH:10][C:11]([C:13]([OH:15])=[O:14])=[CH:12][C:6]=2[N:5]([S:17]([C:20]2[CH:25]=[CH:24][CH:23]=[CH:22][CH:21]=2)(=[O:18])=[O:19])[CH2:4][CH2:3]1. (3) Given the reactants [C:1]([O:4][CH2:5][C:6]1[C:7]([N:21]2[CH2:32][CH2:31][N:30]3[C:23](=[CH:24][C:25]4[CH2:26][C:27]([CH3:34])([CH3:33])[CH2:28][C:29]=43)[C:22]2=[O:35])=[N:8][CH:9]=[CH:10][C:11]=1B1OC(C)(C)C(C)(C)O1)(=[O:3])[CH3:2].Br[C:37]1[CH:38]=[C:39]([NH:45][C:46]2[CH:50]=[CH:49][N:48]([CH3:51])[N:47]=2)[C:40](=[O:44])[N:41]([CH3:43])[CH:42]=1.[O-]P([O-])([O-])=O.[K+].[K+].[K+].C([O-])(=O)C.[Na+], predict the reaction product. The product is: [C:1]([O:4][CH2:5][C:6]1[C:7]([N:21]2[CH2:32][CH2:31][N:30]3[C:23](=[CH:24][C:25]4[CH2:26][C:27]([CH3:33])([CH3:34])[CH2:28][C:29]=43)[C:22]2=[O:35])=[N:8][CH:9]=[CH:10][C:11]=1[C:37]1[CH:38]=[C:39]([NH:45][C:46]2[CH:50]=[CH:49][N:48]([CH3:51])[N:47]=2)[C:40](=[O:44])[N:41]([CH3:43])[CH:42]=1)(=[O:3])[CH3:2]. (4) Given the reactants [CH2:1]([O:3][C:4](=[O:21])[CH2:5][C:6]([CH:8]1[CH2:13][CH2:12][N:11]([C:14]([O:16][C:17]([CH3:20])([CH3:19])[CH3:18])=[O:15])[CH2:10][CH2:9]1)=[O:7])[CH3:2].CO[CH:24](OC)[N:25]([CH3:27])[CH3:26], predict the reaction product. The product is: [CH3:24][N:25]([CH3:27])[CH:26]=[C:5]([C:4]([O:3][CH2:1][CH3:2])=[O:21])[C:6]([CH:8]1[CH2:9][CH2:10][N:11]([C:14]([O:16][C:17]([CH3:20])([CH3:19])[CH3:18])=[O:15])[CH2:12][CH2:13]1)=[O:7]. (5) Given the reactants [CH3:1][C:2]1[NH:3][C:4]2[C:9]([CH:10]=1)=[C:8]([C:11]([F:14])([F:13])[F:12])[C:7]([C:15]#[N:16])=[CH:6][CH:5]=2.Br[CH2:18][C:19]1[CH:20]=[C:21]([CH:24]=[CH:25][CH:26]=1)[C:22]#[N:23], predict the reaction product. The product is: [C:22]([C:21]1[CH:20]=[C:19]([CH2:18][N:3]2[C:4]3[C:9](=[C:8]([C:11]([F:12])([F:14])[F:13])[C:7]([C:15]#[N:16])=[CH:6][CH:5]=3)[CH:10]=[C:2]2[CH3:1])[CH:26]=[CH:25][CH:24]=1)#[N:23]. (6) Given the reactants S(=O)(=O)(O)O.NCC#N.[C:10]([N:17]1[CH:21]=[CH:20][N:19]=C1)([N:12]1[CH:16]=[CH:15][N:14]=[CH:13]1)=[O:11].CN(C)C=O, predict the reaction product. The product is: [C:20]([CH2:21][NH:17][C:10]([N:12]1[CH:16]=[CH:15][N:14]=[CH:13]1)=[O:11])#[N:19]. (7) Given the reactants [N:1]1[C:10]2[C:5](=[CH:6][CH:7]=[CH:8][CH:9]=2)[CH:4]=[CH:3][C:2]=1[CH2:11][C:12]([O:14][CH2:15][CH3:16])=[O:13].[H-].[Na+].[CH2:19]([N:21]([CH2:34][CH3:35])[C:22](=[O:33])[C:23]1[CH:28]=[CH:27][C:26](F)=[C:25]([N+:30]([O-:32])=[O:31])[CH:24]=1)[CH3:20], predict the reaction product. The product is: [CH2:34]([N:21]([CH2:19][CH3:20])[C:22]([C:23]1[CH:28]=[CH:27][C:26]([C:11](=[C:2]2[CH:3]=[CH:4][C:5]3[C:10](=[CH:9][CH:8]=[CH:7][CH:6]=3)[NH:1]2)[C:12]([O:14][CH2:15][CH3:16])=[O:13])=[C:25]([N+:30]([O-:32])=[O:31])[CH:24]=1)=[O:33])[CH3:35].